Dataset: Catalyst prediction with 721,799 reactions and 888 catalyst types from USPTO. Task: Predict which catalyst facilitates the given reaction. (1) Reactant: Cl.Cl.[NH:3]1[CH2:8]CNCC1.C([N:11]([CH2:14][CH3:15])[CH2:12][CH3:13])C.[C:16]([O:23]C([O-])=O)([O:18][C:19]([CH3:22])([CH3:21])[CH3:20])=O.[OH-:27].[Na+].Cl.[CH3:30]O. Product: [C:19]([O:18][C:16]([N:11]1[CH2:12][C@H:13]([CH2:30][OH:27])[NH:3][CH2:8][C@H:14]1[CH3:15])=[O:23])([CH3:20])([CH3:21])[CH3:22]. The catalyst class is: 6. (2) Reactant: Br[CH2:2][C:3]1[N:13]([CH2:14][C:15]([CH3:18])([CH3:17])[CH3:16])[C:6]2[N:7]=[C:8]([C:11]#[N:12])[N:9]=[CH:10][C:5]=2[CH:4]=1.[NH:19]1[CH2:24][CH2:23][C:22](=[O:25])[CH2:21][CH2:20]1.C([O-])([O-])=O.[K+].[K+]. Product: [CH3:16][C:15]([CH3:18])([CH3:17])[CH2:14][N:13]1[C:6]2[N:7]=[C:8]([C:11]#[N:12])[N:9]=[CH:10][C:5]=2[CH:4]=[C:3]1[CH2:2][N:19]1[CH2:24][CH2:23][C:22](=[O:25])[CH2:21][CH2:20]1. The catalyst class is: 3. (3) Reactant: Cl.[NH2:2][C@H:3]1[CH2:9][O:8][C:7]2[CH:10]=[CH:11][CH:12]=[CH:13][C:6]=2[N:5]([CH3:14])[C:4]1=[O:15].Cl.[CH2:17]([C:24]1[NH:25][C:26]([C:29](O)=[O:30])=[N:27][N:28]=1)[C:18]1[CH:23]=[CH:22][CH:21]=[CH:20][CH:19]=1.CCN(C(C)C)C(C)C.C(P1(=O)OP(=O)(CCC)OP(=O)(CCC)O1)CC. Product: [CH2:17]([C:24]1[NH:25][C:26]([C:29]([NH:2][C@H:3]2[CH2:9][O:8][C:7]3[CH:10]=[CH:11][CH:12]=[CH:13][C:6]=3[N:5]([CH3:14])[C:4]2=[O:15])=[O:30])=[N:27][N:28]=1)[C:18]1[CH:19]=[CH:20][CH:21]=[CH:22][CH:23]=1. The catalyst class is: 32. (4) Reactant: [OH:1][C@H:2]1[CH2:6][N:5](C(OC(C)(C)C)=O)[C@H:4]([C:14](=[O:29])[NH:15][CH2:16][C:17]2[CH:22]=[CH:21][C:20]([C:23]3[S:27][CH:26]=[N:25][C:24]=3[CH3:28])=[CH:19][CH:18]=2)[CH2:3]1.C(Cl)[Cl:31].Cl.O1CCOCC1. The catalyst class is: 5. Product: [ClH:31].[OH:1][C@H:2]1[CH2:6][NH:5][C@H:4]([C:14]([NH:15][CH2:16][C:17]2[CH:18]=[CH:19][C:20]([C:23]3[S:27][CH:26]=[N:25][C:24]=3[CH3:28])=[CH:21][CH:22]=2)=[O:29])[CH2:3]1. (5) Reactant: Cl.CN(C)CCCN=C=NCC.ON1C2C=CC=CC=2N=N1.[CH3:23][Si:24]([CH3:46])([CH3:45])[C:25]1[CH:33]=[C:32]2[C:28]([CH:29]=[C:30]([C:42](O)=[O:43])[N:31]2[CH2:34][C:35]2[CH:40]=[CH:39][CH:38]=[C:37]([F:41])[CH:36]=2)=[CH:27][CH:26]=1.[NH2:47][C:48]1[CH:49]=[N:50][C:51]([N:54]2[CH2:57][CH:56]([OH:58])[CH2:55]2)=[CH:52][CH:53]=1.C([O-])(O)=O.[Na+]. Product: [OH:58][CH:56]1[CH2:57][N:54]([C:51]2[N:50]=[CH:49][C:48]([NH:47][C:42]([C:30]3[N:31]([CH2:34][C:35]4[CH:40]=[CH:39][CH:38]=[C:37]([F:41])[CH:36]=4)[C:32]4[C:28]([CH:29]=3)=[CH:27][CH:26]=[C:25]([Si:24]([CH3:23])([CH3:46])[CH3:45])[CH:33]=4)=[O:43])=[CH:53][CH:52]=2)[CH2:55]1. The catalyst class is: 39. (6) Reactant: [Br:1][C:2]1[N:6]2[N:7]=[CH:8][CH:9]=[CH:10][C:5]2=[N:4][C:3]=1[C:11]([O:13]CC)=O.[CH:16]1([NH2:19])[CH2:18][CH2:17]1.[Cl-].[Ca+2].[Cl-]. Product: [Br:1][C:2]1[N:6]2[N:7]=[CH:8][CH:9]=[CH:10][C:5]2=[N:4][C:3]=1[C:11]([NH:19][CH:16]1[CH2:18][CH2:17]1)=[O:13]. The catalyst class is: 5.